From a dataset of CYP1A2 inhibition data for predicting drug metabolism from PubChem BioAssay. Regression/Classification. Given a drug SMILES string, predict its absorption, distribution, metabolism, or excretion properties. Task type varies by dataset: regression for continuous measurements (e.g., permeability, clearance, half-life) or binary classification for categorical outcomes (e.g., BBB penetration, CYP inhibition). Dataset: cyp1a2_veith. (1) The compound is COC(=O)[C@@]1(Cc2ccc(OC)cc2)[C@H]2c3cc(C(=O)N4CCCC4)n(CCO)c3C[C@H]2CN1C(=O)c1ccccc1. The result is 0 (non-inhibitor). (2) The molecule is CN(C)c1ncc2nc(CCc3ccccc3)c(=O)n(Cc3ccc(F)cc3)c2n1. The result is 1 (inhibitor). (3) The molecule is CCS(=O)(=O)N1CCC(C(=O)NCc2ccco2)CC1. The result is 0 (non-inhibitor). (4) The molecule is C=CC[C@@H]1C=C[C@@H](O/N=C\[C@@H](NS(=O)(=O)c2ccc(C)cc2)[C@H](C)/C=C\CC(=O)OC)[C@@H](CO)O1. The result is 0 (non-inhibitor). (5) The compound is Cc1cnc(CNc2nc(-c3ccc(N(C)C)cc3)nc3ccccc23)cn1. The result is 1 (inhibitor). (6) The result is 0 (non-inhibitor). The drug is COCCn1c(C(=O)N2CCCC2)cc2c1C[C@H]1CN(C(=O)c3ccccc3)[C@@](Cc3ccccc3)(C(=O)OC)[C@@H]21. (7) The compound is CCCCC(=O)Nc1ccc(C)c(O)c1. The result is 1 (inhibitor).